Dataset: Full USPTO retrosynthesis dataset with 1.9M reactions from patents (1976-2016). Task: Predict the reactants needed to synthesize the given product. (1) Given the product [ClH:1].[C:2]1([CH2:12][N:13]2[CH2:18][CH2:17][CH2:16][C:15]3([CH2:23][CH2:22][NH:21][CH2:20][CH2:19]3)[C:14]2=[O:31])[C:11]2[C:6](=[CH:7][CH:8]=[CH:9][CH:10]=2)[CH:5]=[CH:4][CH:3]=1, predict the reactants needed to synthesize it. The reactants are: [ClH:1].[C:2]1([CH2:12][N:13]2[CH2:18][CH2:17][CH2:16][C:15]3([CH2:23][CH2:22][N:21](C(OC(C)(C)C)=O)[CH2:20][CH2:19]3)[C:14]2=[O:31])[C:11]2[C:6](=[CH:7][CH:8]=[CH:9][CH:10]=2)[CH:5]=[CH:4][CH:3]=1. (2) Given the product [F:29][C:30]1[CH:31]=[C:32]([C:2]2[S:3][C:4]3[CH2:5][C:6]4[C:12]([C:13]5[CH:14]=[CH:15][C:16]([O:19][CH3:20])=[CH:17][CH:18]=5)=[N:11][N:10]([CH2:21][O:22][CH2:23][CH2:24][Si:25]([CH3:27])([CH3:26])[CH3:28])[C:7]=4[C:8]=3[CH:9]=2)[CH:33]=[CH:34][C:35]=1[O:36][CH3:37], predict the reactants needed to synthesize it. The reactants are: Br[C:2]1[S:3][C:4]2[CH2:5][C:6]3[C:12]([C:13]4[CH:18]=[CH:17][C:16]([O:19][CH3:20])=[CH:15][CH:14]=4)=[N:11][N:10]([CH2:21][O:22][CH2:23][CH2:24][Si:25]([CH3:28])([CH3:27])[CH3:26])[C:7]=3[C:8]=2[CH:9]=1.[F:29][C:30]1[CH:31]=[C:32](B2OC(C)(C)C(C)(C)O2)[CH:33]=[CH:34][C:35]=1[O:36][CH3:37].C([O-])([O-])=O.[Na+].[Na+]. (3) Given the product [Cl:1][C:2]1[C:3]([NH:22][C:23]2[CH:33]=[CH:32][CH:31]=[CH:30][C:24]=2[C:25]([NH:34][C@@H:35]([CH3:38])[CH2:36][OH:37])=[O:26])=[N:4][C:5]([NH:8][C:9]2[CH:14]=[CH:13][CH:12]=[C:11]([N:15]3[CH2:16][CH2:17][N:18]([CH3:21])[CH2:19][CH2:20]3)[CH:10]=2)=[N:6][CH:7]=1, predict the reactants needed to synthesize it. The reactants are: [Cl:1][C:2]1[C:3]([NH:22][C:23]2[CH:33]=[CH:32][CH:31]=[CH:30][C:24]=2[C:25](OCC)=[O:26])=[N:4][C:5]([NH:8][C:9]2[CH:14]=[CH:13][CH:12]=[C:11]([N:15]3[CH2:20][CH2:19][N:18]([CH3:21])[CH2:17][CH2:16]3)[CH:10]=2)=[N:6][CH:7]=1.[NH2:34][C@@H:35]([CH3:38])[CH2:36][OH:37]. (4) Given the product [CH3:35][O:33][N:32]=[C:11]1[CH2:12][CH2:13][CH:8]([CH2:7][CH:6]2[CH2:5][CH:4]([O:15][C:16](=[O:21])[C:17]([CH3:20])([CH3:19])[CH3:18])[CH:3]([C:22]3[C:27]([CH3:28])=[CH:26][C:25]([CH3:29])=[CH:24][C:23]=3[CH3:30])[C:2]2=[O:1])[CH2:9][CH2:10]1, predict the reactants needed to synthesize it. The reactants are: [O:1]=[C:2]1[CH:6]([CH2:7][CH:8]2[CH2:13][CH2:12][C:11](=O)[CH2:10][CH2:9]2)[CH2:5][CH:4]([O:15][C:16](=[O:21])[C:17]([CH3:20])([CH3:19])[CH3:18])[CH:3]1[C:22]1[C:27]([CH3:28])=[CH:26][C:25]([CH3:29])=[CH:24][C:23]=1[CH3:30].Cl.[NH2:32][OH:33].N1C=CC=C[CH:35]=1. (5) Given the product [OH:22][C:23]1[CH:28]=[CH:27][C:26]([C:2]2[CH:3]=[CH:4][N:5]3[C:10]([C:11]=2[CH3:12])=[C:9]([CH:13]2[CH2:15][CH2:14]2)[CH:8]=[C:7]([C:16]([O:18][CH2:19][CH3:20])=[O:17])[C:6]3=[O:21])=[C:25]([CH3:33])[CH:24]=1, predict the reactants needed to synthesize it. The reactants are: Cl[C:2]1[CH:3]=[CH:4][N:5]2[C:10]([C:11]=1[CH3:12])=[C:9]([CH:13]1[CH2:15][CH2:14]1)[CH:8]=[C:7]([C:16]([O:18][CH2:19][CH3:20])=[O:17])[C:6]2=[O:21].[OH:22][C:23]1[CH:28]=[CH:27][C:26](B(O)OC)=[CH:25][CH:24]=1.[C:33]([O-])([O-])=O.[Na+].[Na+].